Regression/Classification. Given a drug SMILES string, predict its toxicity properties. Task type varies by dataset: regression for continuous values (e.g., LD50, hERG inhibition percentage) or binary classification for toxic/non-toxic outcomes (e.g., AMES mutagenicity, cardiotoxicity, hepatotoxicity). Dataset: ames. From a dataset of Ames mutagenicity test results for genotoxicity prediction. (1) The compound is Cc1c(N)cccc1[N+](=O)[O-]. The result is 1 (mutagenic). (2) The molecule is O=C(NCCCl)Nc1ccc([N+](=O)[O-])s1. The result is 1 (mutagenic). (3) The drug is COCC1C=C2c3cccc4c3c(cn4C)CC2N(C)C1. The result is 1 (mutagenic). (4) The molecule is CC(=O)/C(C)=N\O. The result is 0 (non-mutagenic). (5) The molecule is CC(C)S. The result is 0 (non-mutagenic). (6) The molecule is CCC(C)(C)C. The result is 0 (non-mutagenic).